This data is from Forward reaction prediction with 1.9M reactions from USPTO patents (1976-2016). The task is: Predict the product of the given reaction. (1) The product is: [C:1]([C:3]1[CH:8]=[CH:7][CH:6]=[CH:5][C:4]=1[C:9]1[CH:14]=[CH:13][C:12]([CH2:15][N:16]2[C:17]3[C:18]([C:19]([O:21][CH3:22])=[O:20])=[CH:23][CH:24]=[CH:25][C:26]=3[NH:27][C:28]2=[O:30])=[CH:11][CH:10]=1)#[N:2]. Given the reactants [C:1]([C:3]1[CH:8]=[CH:7][CH:6]=[CH:5][C:4]=1[C:9]1[CH:14]=[CH:13][C:12]([CH2:15][NH:16][C:17]2[C:26]([NH:27][C:28]([O:30]C)=O)=[CH:25][CH:24]=[CH:23][C:18]=2[C:19]([O:21][CH3:22])=[O:20])=[CH:11][CH:10]=1)#[N:2].C[O-].[Na+].Cl, predict the reaction product. (2) Given the reactants [F:1][C:2]1([F:14])[O:7][C:6]2[CH:8]=[C:9]([F:12])[CH:10]=[CH:11][C:5]=2[NH:4][C:3]1=[O:13].S(=O)(=O)(O)O.[N+:20]([O-])([OH:22])=[O:21], predict the reaction product. The product is: [F:14][C:2]1([F:1])[O:7][C:6]2[CH:8]=[C:9]([F:12])[C:10]([N+:20]([O-:22])=[O:21])=[CH:11][C:5]=2[NH:4][C:3]1=[O:13]. (3) Given the reactants [N+:1]([C:4]1[CH:9]=[CH:8][C:7](/[CH:10]=[CH:11]/[CH2:12][CH2:13][CH2:14][CH2:15][CH2:16][CH3:17])=[CH:6][CH:5]=1)([O-])=O, predict the reaction product. The product is: [CH2:10]([C:7]1[CH:6]=[CH:5][C:4]([NH2:1])=[CH:9][CH:8]=1)[CH2:11][CH2:12][CH2:13][CH2:14][CH2:15][CH2:16][CH3:17]. (4) The product is: [NH2:55][CH2:2][C@H:3]1[CH2:8][CH2:7][C@H:6]([N:9]2[C:14]3[C:15]4[CH:21]=[CH:20][N:19]([CH2:22][O:23][CH2:24][CH2:25][Si:26]([CH3:29])([CH3:28])[CH3:27])[C:16]=4[N:17]=[CH:18][C:13]=3[C:12](=[O:30])[N:11]([CH3:31])[CH2:10]2)[CH2:5][CH2:4]1. Given the reactants Br[CH2:2][C@H:3]1[CH2:8][CH2:7][C@H:6]([N:9]2[C:14]3[C:15]4[CH:21]=[CH:20][N:19]([CH2:22][O:23][CH2:24][CH2:25][Si:26]([CH3:29])([CH3:28])[CH3:27])[C:16]=4[N:17]=[CH:18][C:13]=3[C:12](=[O:30])[N:11]([CH3:31])[CH2:10]2)[CH2:5][CH2:4]1.C1(P(C2C=CC=CC=2)C2C=CC=CC=2)C=CC=CC=1.C[Si]([N:55]=[N+]=[N-])(C)C.[F-].C([N+](CCCC)(CCCC)CCCC)CCC, predict the reaction product. (5) The product is: [C:2]([O:4][C@H:5]1[C:14]2[C@:15]3([CH3:30])[C:16](/[C:17](=[CH:18]\[N:33]([CH3:32])[CH:34]4[CH2:35][CH2:36][N:37]([CH3:39])[CH2:38]4)/[C:23](=[O:24])[O:25][C@@H:26]3[CH2:27][O:28][CH3:29])=[C:20]([OH:19])[C:21](=[O:22])[C:13]=2[CH:8]2[C@@:7]([CH3:31])([C@@H:11]([OH:12])[CH2:10][CH2:9]2)[CH2:6]1)(=[O:3])[CH3:1]. Given the reactants [CH3:1][C:2]([O:4][C@H:5]1[C:14]2[C@@:15]3([CH3:30])[C@@H:26]([CH2:27][O:28][CH3:29])[O:25][C:23](=[O:24])[C:17]4=[CH:18][O:19][C:20]([C:21](=[O:22])[C:13]=2[C@@H:8]2[CH2:9][CH2:10][C@H:11]([OH:12])[C@@:7]2([CH3:31])[CH2:6]1)=[C:16]34)=[O:3].[CH3:32][NH:33][CH:34]1[CH2:38][N:37]([CH3:39])[CH2:36][CH2:35]1, predict the reaction product. (6) Given the reactants [CH3:1][O:2][C:3]1[CH:12]=[C:11]2[C:6]([C:7]([O:13][CH2:14][C:15]([N:18]3[C:23](=[O:24])[CH:22]=[CH:21][C:20]([NH:25]C(=O)OC(C)(C)C)=[CH:19]3)([CH3:17])[CH3:16])=[CH:8][CH:9]=[N:10]2)=[CH:5][CH:4]=1.C(O)(C(F)(F)F)=O, predict the reaction product. The product is: [NH2:25][C:20]1[CH:21]=[CH:22][C:23](=[O:24])[N:18]([C:15]([CH3:16])([CH3:17])[CH2:14][O:13][C:7]2[C:6]3[C:11](=[CH:12][C:3]([O:2][CH3:1])=[CH:4][CH:5]=3)[N:10]=[CH:9][CH:8]=2)[CH:19]=1.